From a dataset of Catalyst prediction with 721,799 reactions and 888 catalyst types from USPTO. Predict which catalyst facilitates the given reaction. Reactant: [N+:1]([C:4]1[CH:5]=[C:6]([C:13]([N:15]2[CH2:20][CH2:19][N:18]([CH3:21])[CH2:17][CH2:16]2)=O)[CH:7]=[CH:8][C:9]=1[N+:10]([O-:12])=[O:11])([O-:3])=[O:2].[BH4-].[Na+].B(F)(F)F.CCOCC.CO. Product: [N+:1]([C:4]1[CH:5]=[C:6]([CH:7]=[CH:8][C:9]=1[N+:10]([O-:12])=[O:11])[CH2:13][N:15]1[CH2:16][CH2:17][N:18]([CH3:21])[CH2:19][CH2:20]1)([O-:3])=[O:2]. The catalyst class is: 1.